From a dataset of Full USPTO retrosynthesis dataset with 1.9M reactions from patents (1976-2016). Predict the reactants needed to synthesize the given product. (1) Given the product [CH3:1][N:2]([CH3:31])[C:3]([C:5]1[CH:10]=[CH:9][C:8]([NH:11][C:12]2[N:17]=[CH:16][N:15]=[C:14]([N:18]3[CH2:19][CH2:20][CH:21]([C:24]([OH:26])=[O:25])[CH2:22][CH2:23]3)[C:13]=2[F:29])=[C:7]([F:30])[CH:6]=1)=[O:4], predict the reactants needed to synthesize it. The reactants are: [CH3:1][N:2]([CH3:31])[C:3]([C:5]1[CH:10]=[CH:9][C:8]([NH:11][C:12]2[N:17]=[CH:16][N:15]=[C:14]([N:18]3[CH2:23][CH2:22][CH:21]([C:24]([O:26]CC)=[O:25])[CH2:20][CH2:19]3)[C:13]=2[F:29])=[C:7]([F:30])[CH:6]=1)=[O:4].C(N(CC)CC)C.CC#N.[Br-].[Li+]. (2) Given the product [OH:8][C:9]1[CH:10]=[C:11]([CH2:23][C:24]([CH3:29])([CH3:28])[CH2:25][C:26]#[N:27])[CH:12]=[CH:13][C:14]=1[N:15]1[CH2:19][C:18](=[O:20])[NH:17][S:16]1(=[O:22])=[O:21], predict the reactants needed to synthesize it. The reactants are: C([O:8][C:9]1[CH:10]=[C:11]([CH2:23][C:24]([CH3:29])([CH3:28])[CH2:25][C:26]#[N:27])[CH:12]=[CH:13][C:14]=1[N:15]1[CH2:19][C:18](=[O:20])[NH:17][S:16]1(=[O:22])=[O:21])C1C=CC=CC=1. (3) Given the product [C:1]([C:5]1[CH:10]=[CH:9][C:8]([N:11]2[C:15](=[O:16])[C:14]([CH3:18])([CH3:17])[N:13]([CH2:19][C:20]3[CH:25]=[CH:24][N+:23]([O-:39])=[C:22]([NH:26][C:27](=[O:29])[CH3:28])[CH:21]=3)[C:12]2=[O:30])=[CH:7][CH:6]=1)([CH3:2])([CH3:3])[CH3:4], predict the reactants needed to synthesize it. The reactants are: [C:1]([C:5]1[CH:10]=[CH:9][C:8]([N:11]2[C:15](=[O:16])[C:14]([CH3:18])([CH3:17])[N:13]([CH2:19][C:20]3[CH:25]=[CH:24][N:23]=[C:22]([NH:26][C:27](=[O:29])[CH3:28])[CH:21]=3)[C:12]2=[O:30])=[CH:7][CH:6]=1)([CH3:4])([CH3:3])[CH3:2].ClC1C=CC=C(C(OO)=[O:39])C=1. (4) Given the product [Cl:1][C:2]1[CH:7]=[CH:6][C:5]([NH:8][C:9](=[O:27])[CH2:10][CH2:11][C:12]2[CH:17]=[CH:16][C:15]([O:18][C:19]3[CH:24]=[CH:23][N:22]=[C:21]([C:25](=[NH:26])[O:33][CH3:32])[CH:20]=3)=[CH:14][CH:13]=2)=[CH:4][C:3]=1[C:28]([F:31])([F:29])[F:30], predict the reactants needed to synthesize it. The reactants are: [Cl:1][C:2]1[CH:7]=[CH:6][C:5]([NH:8][C:9](=[O:27])[CH2:10][CH2:11][C:12]2[CH:17]=[CH:16][C:15]([O:18][C:19]3[CH:24]=[CH:23][N:22]=[C:21]([C:25]#[N:26])[CH:20]=3)=[CH:14][CH:13]=2)=[CH:4][C:3]=1[C:28]([F:31])([F:30])[F:29].[CH3:32][O-:33].[Na+]. (5) Given the product [CH3:17][C:18]1[CH:23]=[C:22]([C:2]2[CH:16]=[CH:15][C:5]([CH2:6][NH:7][C:8](=[O:14])[O:9][C:10]([CH3:13])([CH3:12])[CH3:11])=[CH:4][CH:3]=2)[CH:21]=[CH:20][N:19]=1, predict the reactants needed to synthesize it. The reactants are: Br[C:2]1[CH:16]=[CH:15][C:5]([CH2:6][NH:7][C:8](=[O:14])[O:9][C:10]([CH3:13])([CH3:12])[CH3:11])=[CH:4][CH:3]=1.[CH3:17][C:18]1[CH:23]=[C:22](B(O)O)[CH:21]=[CH:20][N:19]=1.C(=O)([O-])[O-].[Na+].[Na+]. (6) Given the product [NH2:1][C:2]1[S:3][CH:4]=[C:5](/[C:7](=[N:25]/[OH:26])/[C:8]([NH:10][C@@H:11]2[C:23](=[O:24])[N:13]3[C:14]([C:20]([OH:22])=[O:21])=[C:15]([CH:18]=[CH2:19])[CH2:16][S:17][C@H:12]23)=[O:9])[N:6]=1, predict the reactants needed to synthesize it. The reactants are: [NH2:1][C:2]1[S:3][CH:4]=[C:5](/[C:7](=[N:25]/[O:26]C(C2C=CC=CC=2)(C2C=CC=CC=2)C2C=CC=CC=2)/[C:8]([NH:10][C@@H:11]2[C:23](=[O:24])[N:13]3[C:14]([C:20]([O-:22])=[O:21])=[C:15]([CH:18]=[CH2:19])[CH2:16][S:17][C@H:12]23)=[O:9])[N:6]=1.[K+].CC(C)=O.C1(C)C=CC(S(O)(=O)=O)=CC=1. (7) Given the product [Br:1][C:2]1[CH:3]=[CH:4][C:35]2[C:33](=[O:34])[O:32][CH2:31][C:30]=2[C:10]=1[CH2:9][CH:5]=[CH2:6], predict the reactants needed to synthesize it. The reactants are: [Br:1][C:2]1[CH:10]=[CH:9][C:5]2=[CH:6]OC=[C:4]2[C:3]=1I.C([Sn](CCCC)(CCCC)CCCC)C=C.[Li+].[Cl-].[CH3:30][CH2:31][O:32][C:33]([CH3:35])=[O:34]. (8) Given the product [N:1]1[CH:6]=[CH:5][CH:4]=[CH:3][C:2]=1[C:7]1[CH:8]=[C:9](/[CH:10]=[CH:23]/[CH:24]=[O:25])[CH:12]=[CH:13][CH:14]=1, predict the reactants needed to synthesize it. The reactants are: [N:1]1[CH:6]=[CH:5][CH:4]=[CH:3][C:2]=1[C:7]1[CH:8]=[C:9]([CH:12]=[CH:13][CH:14]=1)[CH:10]=O.N1(C2C=C[C:23]([CH:24]=[O:25])=CC=2)C=CC=N1. (9) Given the product [Br:23][C:24]1[CH:25]=[C:26]([CH:27]([OH:28])[C:13]2([C:16]([O:18][C:19]([CH3:22])([CH3:21])[CH3:20])=[O:17])[CH2:15][CH2:14]2)[CH:29]=[CH:30][C:31]=1[Cl:32], predict the reactants needed to synthesize it. The reactants are: C([Li])CCC.C(NC(C)C)(C)C.[CH:13]1([C:16]([O:18][C:19]([CH3:22])([CH3:21])[CH3:20])=[O:17])[CH2:15][CH2:14]1.[Br:23][C:24]1[CH:25]=[C:26]([CH:29]=[CH:30][C:31]=1[Cl:32])[CH:27]=[O:28].[Cl-].[NH4+].